Predict the reactants needed to synthesize the given product. From a dataset of Full USPTO retrosynthesis dataset with 1.9M reactions from patents (1976-2016). (1) Given the product [F:19][C:20]1[CH:28]=[CH:27][C:23]([CH2:24][C:4]([C:6]2[CH:7]=[C:8]([CH3:17])[C:9]3[O:10][CH2:11][C:12](=[O:16])[NH:13][C:14]=3[N:15]=2)=[O:5])=[CH:22][CH:21]=1, predict the reactants needed to synthesize it. The reactants are: CON(C)[C:4]([C:6]1[CH:7]=[C:8]([CH3:17])[C:9]2[O:10][CH2:11][C:12](=[O:16])[NH:13][C:14]=2[N:15]=1)=[O:5].[F:19][C:20]1[CH:28]=[CH:27][C:23]([CH2:24][Mg]Cl)=[CH:22][CH:21]=1. (2) The reactants are: [CH3:1][C:2]1[N:3]=[C:4]2[N:8]([C:9]=1[C:10]([O:12][CH2:13][CH3:14])=[O:11])[CH:7]=[CH:6][S:5]2.N(C(C)(C)C#N)=NC(C)(C)C#N.[Br:27]N1C(=O)CCC1=O. Given the product [Br:27][CH2:1][C:2]1[N:3]=[C:4]2[N:8]([C:9]=1[C:10]([O:12][CH2:13][CH3:14])=[O:11])[CH:7]=[CH:6][S:5]2, predict the reactants needed to synthesize it.